Dataset: Forward reaction prediction with 1.9M reactions from USPTO patents (1976-2016). Task: Predict the product of the given reaction. (1) The product is: [C:7]1([CH2:9][P:15](=[O:16])([OH:22])[OH:19])[CH:8]=[C:3]([CH2:2][P:15](=[O:22])([OH:19])[OH:16])[C:4]([CH2:13][P:15](=[O:22])([OH:19])[OH:16])=[CH:5][C:6]=1[CH2:11][P:15](=[O:22])([OH:19])[OH:16]. Given the reactants Br[CH2:2][C:3]1[CH:8]=[C:7]([CH2:9]Br)[C:6]([CH2:11]Br)=[CH:5][C:4]=1[CH2:13]Br.[P:15]([O:22]CC)([O:19]CC)[O:16]CC, predict the reaction product. (2) Given the reactants FC(F)(F)C([O-])=O.C(OC([NH:15][CH:16]1[CH2:21][CH2:20][CH2:19][N+:18]([CH2:33][CH2:34][CH2:35][C:36]2[CH:41]=[CH:40][C:39]([C:42]([O:44][CH3:45])=[O:43])=[CH:38][CH:37]=2)([CH2:22][CH2:23][CH2:24][C:25]2[CH:30]=[CH:29][C:28]([O:31][CH3:32])=[CH:27][CH:26]=2)[CH2:17]1)=O)(C)(C)C.[ClH:46], predict the reaction product. The product is: [ClH:46].[Cl-:46].[NH2:15][CH:16]1[CH2:21][CH2:20][CH2:19][N+:18]([CH2:33][CH2:34][CH2:35][C:36]2[CH:41]=[CH:40][C:39]([C:42]([O:44][CH3:45])=[O:43])=[CH:38][CH:37]=2)([CH2:22][CH2:23][CH2:24][C:25]2[CH:26]=[CH:27][C:28]([O:31][CH3:32])=[CH:29][CH:30]=2)[CH2:17]1.